Dataset: Forward reaction prediction with 1.9M reactions from USPTO patents (1976-2016). Task: Predict the product of the given reaction. (1) Given the reactants [OH:1][CH2:2][CH2:3][C@H:4]1[CH2:15][CH2:14][C:13]2[S:12][C:11]3[N:10]=[CH:9][N:8]=[C:7]([NH:16][CH:17]4[CH2:22][CH2:21][CH:20]([NH:23][C:24](=[O:30])[O:25][C:26]([CH3:29])([CH3:28])[CH3:27])[CH2:19][CH2:18]4)[C:6]=3[C:5]1=2.CC(OI1(OC(C)=O)(OC(C)=O)OC(=O)C2C=CC=CC1=2)=O, predict the reaction product. The product is: [O:1]=[CH:2][CH2:3][C@H:4]1[CH2:15][CH2:14][C:13]2[S:12][C:11]3[N:10]=[CH:9][N:8]=[C:7]([NH:16][CH:17]4[CH2:18][CH2:19][CH:20]([NH:23][C:24](=[O:30])[O:25][C:26]([CH3:28])([CH3:27])[CH3:29])[CH2:21][CH2:22]4)[C:6]=3[C:5]1=2. (2) Given the reactants [CH3:1][O:2][C:3]([C:5]1[N:6]([CH3:17])[N:7]=[C:8]([C:10]2[CH:15]=[CH:14][CH:13]=[C:12](Br)[CH:11]=2)[CH:9]=1)=[O:4].[O:18]1[C:22](B(O)O)=[CH:21][C:20]2[CH:26]=[CH:27][CH:28]=[CH:29][C:19]1=2.[O-]P([O-])([O-])=O.[K+].[K+].[K+].C1(P(C2CCCCC2)C2CCCCC2)CCCCC1, predict the reaction product. The product is: [CH3:1][O:2][C:3]([C:5]1[N:6]([CH3:17])[N:7]=[C:8]([C:10]2[CH:15]=[CH:14][CH:13]=[CH:12][C:11]=2[C:22]2[O:18][C:19]3[CH:29]=[CH:28][CH:27]=[CH:26][C:20]=3[CH:21]=2)[CH:9]=1)=[O:4]. (3) Given the reactants [C:1]1([CH:7]([C:9]2[CH:17]=[C:16]3[C:12]([C:13]([CH:26]=[CH:27][C:28]4[CH:33]=[CH:32][CH:31]=[CH:30][CH:29]=4)=[N:14][N:15]3[CH2:18][O:19][CH2:20][CH2:21][Si:22]([CH3:25])([CH3:24])[CH3:23])=[CH:11][CH:10]=2)[OH:8])[CH:6]=[CH:5][CH:4]=[CH:3][CH:2]=1.CC(OI1(OC(C)=O)(OC(C)=O)OC(=O)C2C=CC=CC1=2)=O, predict the reaction product. The product is: [C:1]1([C:7]([C:9]2[CH:17]=[C:16]3[C:12]([C:13]([CH:26]=[CH:27][C:28]4[CH:29]=[CH:30][CH:31]=[CH:32][CH:33]=4)=[N:14][N:15]3[CH2:18][O:19][CH2:20][CH2:21][Si:22]([CH3:25])([CH3:24])[CH3:23])=[CH:11][CH:10]=2)=[O:8])[CH:2]=[CH:3][CH:4]=[CH:5][CH:6]=1. (4) The product is: [Cl:12][C:7]1[C:6]([CH2:13][C:14]([F:17])([F:16])[F:15])=[C:5]([O:18][CH3:19])[C:4]2[C:9](=[CH:10][CH:11]=[C:2]([CH:31]([C:30]3[N:26]([CH3:25])[C:27]([CH3:33])=[N:28][CH:29]=3)[OH:32])[CH:3]=2)[N:8]=1. Given the reactants Br[C:2]1[CH:3]=[C:4]2[C:9](=[CH:10][CH:11]=1)[N:8]=[C:7]([Cl:12])[C:6]([CH2:13][C:14]([F:17])([F:16])[F:15])=[C:5]2[O:18][CH3:19].[Li]CCCC.[CH3:25][N:26]1[C:30]([CH:31]=[O:32])=[CH:29][N:28]=[C:27]1[CH3:33], predict the reaction product. (5) Given the reactants Cl.C[C@H:3]([O:23][CH2:24][CH:25]1[CH2:29][CH2:28][CH2:27][NH:26]1)[C:4]1[C:5]([C:17]2[CH:22]=[CH:21][CH:20]=[CH:19][CH:18]=2)=NC2C([C:13]=1[C:14]([OH:16])=O)=CC=CC=2.CN(C(ON1N=[N:45][C:40]2[CH:41]=[CH:42][CH:43]=[CH:44][C:39]1=2)=[N+](C)C)C.F[P-](F)(F)(F)(F)F.[C:54]1([C@@H:60]([NH2:63])[CH2:61][CH3:62])[CH:59]=[CH:58][CH:57]=[CH:56][CH:55]=1.[CH3:64]N(C=O)C, predict the reaction product. The product is: [CH3:64][N:26]1[CH2:27][CH2:28][CH2:29][C@H:25]1[CH2:24][O:23][CH2:3][C:4]1[C:5]([C:17]2[CH:18]=[CH:19][CH:20]=[CH:21][CH:22]=2)=[N:45][C:40]2[C:39]([C:13]=1[C:14]([NH:63][C@H:60]([C:54]1[CH:59]=[CH:58][CH:57]=[CH:56][CH:55]=1)[CH2:61][CH3:62])=[O:16])=[CH:44][CH:43]=[CH:42][CH:41]=2.